Dataset: NCI-60 drug combinations with 297,098 pairs across 59 cell lines. Task: Regression. Given two drug SMILES strings and cell line genomic features, predict the synergy score measuring deviation from expected non-interaction effect. (1) Cell line: SF-539. Drug 2: CCN(CC)CCCC(C)NC1=C2C=C(C=CC2=NC3=C1C=CC(=C3)Cl)OC. Drug 1: COC1=NC(=NC2=C1N=CN2C3C(C(C(O3)CO)O)O)N. Synergy scores: CSS=8.39, Synergy_ZIP=-6.39, Synergy_Bliss=-5.26, Synergy_Loewe=-33.3, Synergy_HSA=-7.05. (2) Drug 1: CC1=C(C=C(C=C1)NC2=NC=CC(=N2)N(C)C3=CC4=NN(C(=C4C=C3)C)C)S(=O)(=O)N.Cl. Drug 2: C1CN1P(=S)(N2CC2)N3CC3. Cell line: T-47D. Synergy scores: CSS=3.58, Synergy_ZIP=-4.86, Synergy_Bliss=-3.85, Synergy_Loewe=-7.42, Synergy_HSA=-3.59. (3) Drug 1: CC(CN1CC(=O)NC(=O)C1)N2CC(=O)NC(=O)C2. Drug 2: C1CNP(=O)(OC1)N(CCCl)CCCl. Cell line: SF-268. Synergy scores: CSS=13.9, Synergy_ZIP=0.226, Synergy_Bliss=7.50, Synergy_Loewe=0.364, Synergy_HSA=5.81. (4) Drug 1: C1CN1C2=NC(=NC(=N2)N3CC3)N4CC4. Drug 2: C1CN(P(=O)(OC1)NCCCl)CCCl. Cell line: HCT116. Synergy scores: CSS=39.2, Synergy_ZIP=1.13, Synergy_Bliss=1.52, Synergy_Loewe=-23.6, Synergy_HSA=3.05. (5) Drug 1: CC12CCC3C(C1CCC2O)C(CC4=C3C=CC(=C4)O)CCCCCCCCCS(=O)CCCC(C(F)(F)F)(F)F. Drug 2: CN(CCCl)CCCl.Cl. Cell line: NCI/ADR-RES. Synergy scores: CSS=4.04, Synergy_ZIP=-1.50, Synergy_Bliss=-1.80, Synergy_Loewe=-3.44, Synergy_HSA=-0.745. (6) Cell line: SNB-75. Synergy scores: CSS=3.40, Synergy_ZIP=-2.59, Synergy_Bliss=-1.66, Synergy_Loewe=0.147, Synergy_HSA=0.404. Drug 1: CC1=C(C(CCC1)(C)C)C=CC(=CC=CC(=CC(=O)O)C)C. Drug 2: CC1=C(C=C(C=C1)NC(=O)C2=CC=C(C=C2)CN3CCN(CC3)C)NC4=NC=CC(=N4)C5=CN=CC=C5.